From a dataset of Experimentally validated miRNA-target interactions with 360,000+ pairs, plus equal number of negative samples. Binary Classification. Given a miRNA mature sequence and a target amino acid sequence, predict their likelihood of interaction. (1) Result: 1 (interaction). The protein sequence of the target gene is MSSVQQQPPPPRRVTNVGSLLLTPQENESLFTFLGKKCVTMSSAVVQLYAADRNCMWSKKCSGVACLVKDNPQRSYFLRIFDIKDGKLLWEQELYNNFVYNSPRGYFHTFAGDTCQVALNFANEEEAKKFRKAVTDLLGRRQRKSEKRRDPPNGPNLPMATVDIKNPEITTNRFYGPQVNNISHTKEKKKGKAKKKRLTKADIGTPSNFQHIGHVGWDPNTGFDLNNLDPELKNLFDMCGISEAQLKDRETSKVIYDFIEKTGGVEAVKNELRRQAPPPPPPSRGGPPPPPPPPHNSGPP.... The miRNA is hsa-miR-495-3p with sequence AAACAAACAUGGUGCACUUCUU. (2) The miRNA is hsa-miR-6891-5p with sequence UAAGGAGGGGGAUGAGGGG. The protein sequence of the target gene is MAQPVHSLCSAFGLQCCLLFLLASWGAGATTFQEYQKTGELSTSDHIFPLTPGLVYSIPFDHIVLHSGQRPPELPKSTEIHEQKRHCNTTRHSKPTDKPTGNSKTIDHKSSTDNHEAPPTSEENSSNQGKDPMIRNQRSVDPADSTTTHKESAGKKHITPAPKSKINCRKSTTGKSTVTRKSDKTGRPLEKSMSTLDKTSTSSHKTTTSFHNSGNSQTKQKSTSFPEKITAASKTTYKTTGTPEESEKTEDSRTTVASDKLLTKTTKNIQETISANELTQSLAEPTEHGGRTANENNTPS.... Result: 1 (interaction). (3) The miRNA is ath-miR396a-5p with sequence UUCCACAGCUUUCUUGAACUG. The protein sequence of the target gene is MRAEGADHSMINLSVQQVLSLWAHGTVLRNLTEMWYWIFLWALFSSLFVHGAAGVLMFVMLQRHRQGRVISIIAVSIGFLASVTGAMITSAAVAGIYRVAGKNMAPLEALVWGVGQTVLTLIISFSRILATL. Result: 0 (no interaction). (4) The miRNA is hsa-miR-520d-3p with sequence AAAGUGCUUCUCUUUGGUGGGU. The protein sequence of the target gene is MEKNPPDDTGPVHVPLGHIVANEKWRGSQLAQEMQGKIKLIFEDGLTPDFYLSNRCCILYVTEADLVAGNGYRKRLVRVRNSNNLKGIVVVEKTRMSEQYFPALQKFTVLDLGMVLLPVASQMEASCLVIQLVQEQTKEPSKNPLLGKKRALLLSEPSLLRTVQQIPGVGKVKAPLLLQKFPSIQQLSNASIGELEQVVGQAVAQQIHAFFTQPR. Result: 1 (interaction).